This data is from Peptide-MHC class II binding affinity with 134,281 pairs from IEDB. The task is: Regression. Given a peptide amino acid sequence and an MHC pseudo amino acid sequence, predict their binding affinity value. This is MHC class II binding data. (1) The peptide sequence is EKKYFAATQFEDLAA. The MHC is DRB1_0101 with pseudo-sequence DRB1_0101. The binding affinity (normalized) is 0.456. (2) The peptide sequence is GELQINDKIDAAFKI. The MHC is DRB4_0101 with pseudo-sequence DRB4_0103. The binding affinity (normalized) is 0.635. (3) The peptide sequence is KRQGPKQMLVGGVVL. The MHC is HLA-DQA10501-DQB10302 with pseudo-sequence HLA-DQA10501-DQB10302. The binding affinity (normalized) is 0.319.